This data is from Experimentally validated miRNA-target interactions with 360,000+ pairs, plus equal number of negative samples. The task is: Binary Classification. Given a miRNA mature sequence and a target amino acid sequence, predict their likelihood of interaction. (1) The miRNA is hsa-miR-4302 with sequence CCAGUGUGGCUCAGCGAG. The protein sequence of the target gene is MTMPVNGAHKDADLWSSHDKMLAQPLKDSDVEVYNIIKKESNRQRVGLELIASENFASRAVLEALGSCLNNKYSEGYPGQRYYGGTEFIDELETLCQKRALQAYKLDPQCWGVNVQPYSGSPANFAVYTALVEPHGRIMGLDLPDGGHLTHGFMTDKKKISATSIFFESMPYKVNPDTGYINYDQLEENARLFHPKLIIAGTSCYSRNLEYARLRKIADENGAYLMADMAHISGLVAAGVVPSPFEHCHVVTTTTHKTLRGCRAGMIFYRKGVKSVDPKTGKEILYNLESLINSAVFPGL.... Result: 1 (interaction). (2) The miRNA is hsa-miR-6738-3p with sequence CUUCUGCCUGCAUUCUACUCCCAG. The protein sequence of the target gene is MASLGANPRRTPQGPRPGAASSGFPSPAPVPGPREAEEEEVEEEEELAEIHLCVLWNSGYLGIAYYDTSDSTIHFMPDAPDHESLKLLQRVLDEINPQSVVTSAKQDENMTRFLGKLASQEHREPKRPEIIFLPSVDFGLEISKQRLLSGNYSFIPDAMTATEKILFLSSIIPFDCLLTVRALGGLLKFLGRRRIGVELEDYNVSVPILGFKKFMLTHLVNIDQDTYSVLQIFKSESHPSVYKVASGLKEGLSLFGILNRCHCKWGEKLLRLWFTRPTHDLGELSSRLDVIQFFLLPQNL.... Result: 1 (interaction). (3) The miRNA is hsa-miR-222-3p with sequence AGCUACAUCUGGCUACUGGGU. The protein sequence of the target gene is MGLCGLLERCWLHHDPDGVLTLNAENTNYAYQVPNFHKCEICLLSFPKESQFQRHMRDHERNDKPHRCDQCPQTFNVEFNLTLHKCTHSGEDPTCPVCNKKFSRVASLKAHIMLHEKEENLICSECGDEFTLQSQLAVHMEEHRQELAGTRQHACKACKKEFETSSELKEHMKTHYKIRVSSTRSYNRNIDRSGFTYSCPHCGKTFQKPSQLTRHIRIHTGERPFKCSECGKAFNQKGALQTHMIKHTGEKPHACAFCPAAFSQKGNLQSHVQRVHSEVKNGPTYNCTECSCVFKSLGSL.... Result: 1 (interaction). (4) The miRNA is hsa-miR-6752-5p with sequence GGGGGGUGUGGAGCCAGGGGGC. The protein sequence of the target gene is MASVTDGKTGVKDASDQNFDYMFKLLIIGNSSVGKTSFLFRYADDTFTPAFVSTVGIDFKVKTVYRHEKRVKLQIWDTAGQERYRTITTAYYRGAMGFILMYDITNEESFNAVQDWATQIKTYSWDNAQVILVGNKCDMEEERVVPTEKGQLLAEQLGFDFFEASAKENISVRQAFERLVDAICDKMSDSLDTDPSMLGSSKNTRLSDTPPLLQQNCSC. Result: 1 (interaction).